From a dataset of Forward reaction prediction with 1.9M reactions from USPTO patents (1976-2016). Predict the product of the given reaction. Given the reactants [F:1][C:2]1[CH:7]=[CH:6][C:5]([N+:8]([O-])=O)=[CH:4][C:3]=1[C:11]1[CH:16]=[CH:15][CH:14]=[CH:13][C:12]=1[S:17][CH3:18].O.O.[Sn](Cl)Cl, predict the reaction product. The product is: [F:1][C:2]1[C:3]([C:11]2[CH:16]=[CH:15][CH:14]=[CH:13][C:12]=2[S:17][CH3:18])=[CH:4][C:5]([NH2:8])=[CH:6][CH:7]=1.